Dataset: Full USPTO retrosynthesis dataset with 1.9M reactions from patents (1976-2016). Task: Predict the reactants needed to synthesize the given product. Given the product [CH3:14][C@H:13]1[NH:12][C:11](=[O:15])[C@@H:10]([NH:16][C:17](=[O:23])[O:18][CH2:19][CH2:22][CH2:26][CH3:27])[CH2:9][C@H:8]1[C:5]1[CH:4]=[CH:3][CH:2]=[CH:7][CH:6]=1, predict the reactants needed to synthesize it. The reactants are: Cl[C:2]1[CH:7]=[CH:6][C:5]([CH:8]2[CH:13]([CH3:14])[NH:12][C:11](=[O:15])[CH:10]([NH:16][C:17](=[O:23])[O:18][C:19]([CH3:22])(C)C)[CH2:9]2)=[CH:4][CH:3]=1.[H][H].[CH2:26](N(CC)CC)[CH3:27].C(OC(OC(C)(C)C)=O)(OC(C)(C)C)=O.C(=O)(O)[O-].[Na+].